Dataset: HIV replication inhibition screening data with 41,000+ compounds from the AIDS Antiviral Screen. Task: Binary Classification. Given a drug SMILES string, predict its activity (active/inactive) in a high-throughput screening assay against a specified biological target. (1) The compound is COc1ccc2c(c1)OCC1Cc3cccc(OC)c3OC21. The result is 0 (inactive). (2) The molecule is CCCCCCCCCCCc1noc2c1C(=O)CCC2. The result is 0 (inactive). (3) The drug is COc1ccc(C=C2N=C(SC)NC2=O)cc1. The result is 0 (inactive). (4) The drug is CC1CC2C(=O)OCC(NC(=O)C(Cc3ccccc3)NC(=O)C=CC=CC=CC=CC=CC(=O)NC3=C(O)CCC3=O)C(=O)N3CCCC3C(=O)N(C)C(C)C(=O)NC(C)C(=O)N2C1. The result is 1 (active). (5) The molecule is CC(C)CC(NC(=O)C(N)CCC(=O)OCc1ccccc1)C(=O)NC(COCc1ccccc1)C(=O)NC(Cc1ccccc1)C(=O)ON1C(=O)CCC1=O.Cl. The result is 0 (inactive). (6) The compound is O=P1(CCc2ccc(Cl)cc2)CC(Br)C(Br)C1. The result is 0 (inactive). (7) The drug is COC(OC)c1c2c(O)c3c(O)c(C)c4c(c3c1O)C(=O)C(C)(OC=CC(OC)C(C)C(OC(C)=O)C(C)C(O)C(C)C(O)C(C)C=CC=C(C)C(=O)N2)O4. The result is 0 (inactive). (8) The compound is CC1(C)[C-](c2ccccc2)[N+](=O)C(C)(C)N1O. The result is 0 (inactive). (9) The result is 0 (inactive). The molecule is CCC1(Cc2ccc(OC)c(OC)c2)CN(S(=O)(=O)c2ccc(C)cc2)CC1OC(C)=O.